This data is from Reaction yield outcomes from USPTO patents with 853,638 reactions. The task is: Predict the reaction yield, written as a fraction of the theoretical maximum amount of product (1.0 means a 100% yield; for example, 0.34 means a 34% yield). (1) The yield is 0.890. The reactants are [CH2:1]([NH:8][C:9]([C:11]1[S:15][C:14]([NH2:16])=[N:13][C:12]=1[C:17]([F:20])([F:19])[F:18])=[O:10])[C:2]1[CH:7]=[CH:6][CH:5]=[CH:4][CH:3]=1.[CH2:21]([C:26]1[CH:34]=[CH:33][C:29]([C:30](Cl)=[O:31])=[CH:28][CH:27]=1)[CH2:22][CH2:23][CH2:24][CH3:25]. No catalyst specified. The product is [CH2:21]([C:26]1[CH:34]=[CH:33][C:29]([C:30]([NH:16][C:14]2[S:15][C:11]([C:9]([NH:8][CH2:1][C:2]3[CH:7]=[CH:6][CH:5]=[CH:4][CH:3]=3)=[O:10])=[C:12]([C:17]([F:20])([F:18])[F:19])[N:13]=2)=[O:31])=[CH:28][CH:27]=1)[CH2:22][CH2:23][CH2:24][CH3:25]. (2) The reactants are [F:1][C:2]1[CH:7]=[C:6]([C:8]2[CH:13]=[CH:12][CH:11]=[CH:10][N:9]=2)[CH:5]=[CH:4][C:3]=1[C:14]1[O:15][C:16]2[C:22]([C:23]([NH2:25])=[O:24])=[CH:21][CH:20]=[CH:19][C:17]=2[N:18]=1.[H][H]. The catalyst is CO.O=[Pt]=O. The product is [F:1][C:2]1[CH:7]=[C:6]([CH:8]2[CH2:13][CH2:12][CH2:11][CH2:10][NH:9]2)[CH:5]=[CH:4][C:3]=1[C:14]1[O:15][C:16]2[C:22]([C:23]([NH2:25])=[O:24])=[CH:21][CH:20]=[CH:19][C:17]=2[N:18]=1. The yield is 0.440. (3) The reactants are [OH:1][CH2:2][C:3]([NH:6][C:7]([C:9]1[C:17]2[C:12](=[N:13][CH:14]=[C:15]([NH:18][C:19]3[CH:20]=[N:21][N:22]([CH3:24])[CH:23]=3)[N:16]=2)[N:11](COCC[Si](C)(C)C)[CH:10]=1)=[O:8])([CH3:5])[CH3:4].FC(F)(F)C(O)=O. The catalyst is ClCCl.CO.[OH-].[NH4+]. The product is [OH:1][CH2:2][C:3]([NH:6][C:7]([C:9]1[C:17]2[C:12](=[N:13][CH:14]=[C:15]([NH:18][C:19]3[CH:20]=[N:21][N:22]([CH3:24])[CH:23]=3)[N:16]=2)[NH:11][CH:10]=1)=[O:8])([CH3:5])[CH3:4]. The yield is 0.640. (4) The reactants are [CH3:1][N:2]([CH2:4][C:5]1[CH:10]=[CH:9][C:8]([CH:11]2[CH:20]([C:21]3[CH:26]=[CH:25][CH:24]=[CH:23][CH:22]=3)[C:19](=O)[C:18]3[C:17]([C:28](OCC)=[O:29])=[CH:16][C:15]([F:33])=[CH:14][C:13]=3[NH:12]2)=[CH:7][CH:6]=1)[CH3:3].O.[NH2:35][NH2:36]. The catalyst is CO. The product is [CH3:1][N:2]([CH2:4][C:5]1[CH:10]=[CH:9][C:8]([CH:11]2[NH:12][C:13]3[C:18]4[C:19](=[N:35][NH:36][C:28](=[O:29])[C:17]=4[CH:16]=[C:15]([F:33])[CH:14]=3)[CH:20]2[C:21]2[CH:22]=[CH:23][CH:24]=[CH:25][CH:26]=2)=[CH:7][CH:6]=1)[CH3:3]. The yield is 0.300. (5) The reactants are [CH2:1]([O:8][PH:9]([CH2:11][CH2:12][CH2:13][CH2:14][C:15]1[CH:20]=[CH:19][CH:18]=[CH:17][CH:16]=1)=[O:10])[C:2]1[CH:7]=[CH:6][CH:5]=[CH:4][CH:3]=1.C[Si]([CH:25]([Si](C)(C)C)[C:26](N)=O)(C)C.[NH2:33][C@H:34]([C:46]([NH:48][C@H:49]([C:68]([OH:70])=[O:69])[CH2:50][C:51]1[C:59]2[C:54](=[CH:55][CH:56]=[CH:57][CH:58]=2)[N:53](OCC2C=CC=CC=2)[CH:52]=1)=[O:47])[CH2:35][C:36](=[O:45])[O:37][CH2:38][C:39]1[CH:44]=[CH:43][CH:42]=[CH:41][CH:40]=1.CCN([CH2:76][CH3:77])CC.[C:78](Cl)(Cl)(Cl)Cl.[CH3:83][C:84]#N. No catalyst specified. The product is [CH2:38]([O:37][C:36](=[O:45])[CH2:35][CH:34]([NH:33][P:9]([O:8][CH2:1][C:2]1[CH:3]=[CH:4][CH:5]=[CH:6][CH:7]=1)([CH2:11][CH2:12][CH2:13][CH2:14][C:15]1[CH:16]=[CH:17][CH:18]=[CH:19][CH:20]=1)=[O:10])[C:46]([NH:48][CH:49]([C:68]([O:70][CH2:78][C:26]1[CH:25]=[CH:77][CH:76]=[CH:84][CH:83]=1)=[O:69])[CH2:50][C:51]1[C:59]2[C:54](=[CH:55][CH:56]=[CH:57][CH:58]=2)[NH:53][CH:52]=1)=[O:47])[C:39]1[CH:44]=[CH:43][CH:42]=[CH:41][CH:40]=1. The yield is 0.440. (6) The reactants are [Br:1][C:2]1[CH:11]=[CH:10][CH:9]=[C:4](C(OC)=O)[C:3]=1N.C[Mg]Br.O1CCC[CH2:17]1.[Cl-].[NH4+:22].C([O:25][CH2:26][CH3:27])C. No catalyst specified. The product is [NH2:22][C:9]1[CH:10]=[CH:11][C:2]([Br:1])=[CH:3][C:4]=1[C:26]([OH:25])([CH3:27])[CH3:17]. The yield is 0.620. (7) The reactants are [CH2:1]([O:3][C:4]([C:6]1[C:7]([OH:18])=[N:8][C:9]2[C:14]([C:15]=1[CH3:16])=[CH:13][CH:12]=[C:11]([F:17])[CH:10]=2)=[O:5])[CH3:2].IC.[CH3:21]COC(C)=O.CCCCCC. The catalyst is C(Cl)Cl. The product is [CH2:1]([O:3][C:4]([C:6]1[C:7]([O:18][CH3:21])=[N:8][C:9]2[C:14]([C:15]=1[CH3:16])=[CH:13][CH:12]=[C:11]([F:17])[CH:10]=2)=[O:5])[CH3:2]. The yield is 0.620.